From a dataset of Reaction yield outcomes from USPTO patents with 853,638 reactions. Predict the reaction yield, written as a fraction of the theoretical maximum amount of product (1.0 means a 100% yield; for example, 0.34 means a 34% yield). (1) The reactants are [Br:1][C:2]1[CH:3]=[CH:4][C:5](F)=[N:6][CH:7]=1.[CH3:9][N:10]([CH:12]1[CH2:17][CH2:16][NH:15][CH2:14][CH2:13]1)[CH3:11]. The yield is 0.920. No catalyst specified. The product is [Br:1][C:2]1[CH:3]=[CH:4][C:5]([N:15]2[CH2:16][CH2:17][CH:12]([N:10]([CH3:11])[CH3:9])[CH2:13][CH2:14]2)=[N:6][CH:7]=1. (2) The reactants are [OH2:1].C[N+]1([O-])[CH2:8][CH2:7][O:6][CH2:5][CH2:4]1.[C:10]([NH:20][CH2:21][CH2:22][CH2:23][CH2:24][C:25]1[CH:30]=[CH:29][C:28](OCC=C)=CC=1)([O:12][CH2:13][C:14]1[CH:19]=[CH:18][CH:17]=[CH:16][CH:15]=1)=[O:11].OS([O-])=O.[Na+].[C:40]([OH:44])(C)(C)C. The catalyst is CC(C)=O.O.[Os](=O)(=O)(=O)=O. The product is [C:10]([NH:20][CH2:21][CH2:22][CH2:23][CH2:24][C:25]1[CH:30]=[CH:29][CH:28]=[CH:8][C:7]=1[O:6][CH2:5][CH:4]([OH:1])[CH2:40][OH:44])([O:12][CH2:13][C:14]1[CH:15]=[CH:16][CH:17]=[CH:18][CH:19]=1)=[O:11]. The yield is 0.620.